From a dataset of Reaction yield outcomes from USPTO patents with 853,638 reactions. Predict the reaction yield, written as a fraction of the theoretical maximum amount of product (1.0 means a 100% yield; for example, 0.34 means a 34% yield). (1) The reactants are [ClH:1].C([O:9][C:10]1[CH:11]=[C:12]([C:16]2([F:37])[CH2:21][CH2:20][N:19]([CH2:22][CH2:23][CH:24]([C:31]3[CH:36]=[CH:35][CH:34]=[CH:33][CH:32]=3)[C:25]3[CH:30]=[CH:29][CH:28]=[CH:27][CH:26]=3)[CH2:18][CH2:17]2)[CH:13]=[CH:14][CH:15]=1)C1C=CC=CC=1.[H][H]. The catalyst is CO.[Pd]. The product is [ClH:1].[C:31]1([CH:24]([C:25]2[CH:26]=[CH:27][CH:28]=[CH:29][CH:30]=2)[CH2:23][CH2:22][N:19]2[CH2:18][CH2:17][C:16]([F:37])([C:12]3[CH:13]=[CH:14][CH:15]=[C:10]([OH:9])[CH:11]=3)[CH2:21][CH2:20]2)[CH:32]=[CH:33][CH:34]=[CH:35][CH:36]=1. The yield is 0.640. (2) The reactants are C(OC([N:6]1[C:10]([NH:11][C:12](=[O:23])[C:13]2[CH:18]=[CH:17][C:16]([C:19]([O:21]C)=[O:20])=[CH:15][CH:14]=2)=[C:9]2[CH2:24][N:25]([C:29](=[O:39])[NH:30][C:31]3[C:36]([Cl:37])=[CH:35][CH:34]=[CH:33][C:32]=3[Cl:38])[C:26]([CH3:28])([CH3:27])[C:8]2=[N:7]1)=O)C.[OH-].[Na+].O. The catalyst is CO. The product is [Cl:38][C:32]1[CH:33]=[CH:34][CH:35]=[C:36]([Cl:37])[C:31]=1[NH:30][C:29]([N:25]1[CH2:24][C:9]2[C:8](=[N:7][NH:6][C:10]=2[NH:11][C:12](=[O:23])[C:13]2[CH:14]=[CH:15][C:16]([C:19]([OH:21])=[O:20])=[CH:17][CH:18]=2)[C:26]1([CH3:28])[CH3:27])=[O:39]. The yield is 0.910. (3) The reactants are Br[CH2:2][C:3]([NH:5][C:6]1[CH:15]=[CH:14][C:9]([C:10]([O:12][CH3:13])=[O:11])=[CH:8][CH:7]=1)=[O:4].[CH3:16][O:17][CH2:18][CH2:19][CH2:20][NH2:21].C(N(CC)CC)C. The catalyst is CN(C)C=O. The product is [CH3:16][O:17][CH2:18][CH2:19][CH2:20][NH:21][CH2:2][C:3]([NH:5][C:6]1[CH:15]=[CH:14][C:9]([C:10]([O:12][CH3:13])=[O:11])=[CH:8][CH:7]=1)=[O:4]. The yield is 0.650.